The task is: Predict the reaction yield, written as a fraction of the theoretical maximum amount of product (1.0 means a 100% yield; for example, 0.34 means a 34% yield).. This data is from Reaction yield outcomes from USPTO patents with 853,638 reactions. (1) The yield is 0.970. The catalyst is CO.[Pd]. The product is [CH3:1][O:2][CH2:3][CH2:4][N:5]1[CH2:10][CH2:9][N:8]2[N:11]=[C:12]([NH2:14])[CH:13]=[C:7]2[CH2:6]1. The reactants are [CH3:1][O:2][CH2:3][CH2:4][N:5]1[CH2:10][CH2:9][N:8]2[N:11]=[C:12]([N+:14]([O-])=O)[CH:13]=[C:7]2[CH2:6]1. (2) The reactants are [CH3:1][C:2]1[CH:7]=[C:6]([O:8][C@@H:9]2[CH2:13][CH2:12][O:11][CH2:10]2)[CH:5]=[C:4]([CH3:14])[C:3]=1[C:15]1[CH:20]=[CH:19][CH:18]=[C:17]([CH2:21][OH:22])[CH:16]=1.O[C:24]1[CH:37]=[CH:36][C:27]2[C@H:28]([CH2:31][C:32]([O:34][CH3:35])=[O:33])[CH2:29][O:30][C:26]=2[CH:25]=1.C1(P(C2C=CC=CC=2)C2C=CC=CC=2)C=CC=CC=1.N(C(OC(C)C)=O)=NC(OC(C)C)=O. The catalyst is ClCCl. The product is [CH3:1][C:2]1[CH:7]=[C:6]([O:8][C@@H:9]2[CH2:13][CH2:12][O:11][CH2:10]2)[CH:5]=[C:4]([CH3:14])[C:3]=1[C:15]1[CH:20]=[CH:19][CH:18]=[C:17]([CH2:21][O:22][C:24]2[CH:37]=[CH:36][C:27]3[C@H:28]([CH2:31][C:32]([O:34][CH3:35])=[O:33])[CH2:29][O:30][C:26]=3[CH:25]=2)[CH:16]=1. The yield is 0.859.